This data is from NCI-60 drug combinations with 297,098 pairs across 59 cell lines. The task is: Regression. Given two drug SMILES strings and cell line genomic features, predict the synergy score measuring deviation from expected non-interaction effect. (1) Drug 1: C1=CC(=CC=C1C#N)C(C2=CC=C(C=C2)C#N)N3C=NC=N3. Drug 2: C1=CC=C(C(=C1)C(C2=CC=C(C=C2)Cl)C(Cl)Cl)Cl. Cell line: SK-OV-3. Synergy scores: CSS=-2.41, Synergy_ZIP=2.55, Synergy_Bliss=-1.27, Synergy_Loewe=-6.90, Synergy_HSA=-7.24. (2) Drug 1: CN1C2=C(C=C(C=C2)N(CCCl)CCCl)N=C1CCCC(=O)O.Cl. Drug 2: C1=NC2=C(N=C(N=C2N1C3C(C(C(O3)CO)O)F)Cl)N. Cell line: LOX IMVI. Synergy scores: CSS=-8.46, Synergy_ZIP=0.956, Synergy_Bliss=-3.65, Synergy_Loewe=-5.15, Synergy_HSA=-5.85. (3) Drug 1: CN(CC1=CN=C2C(=N1)C(=NC(=N2)N)N)C3=CC=C(C=C3)C(=O)NC(CCC(=O)O)C(=O)O. Drug 2: CS(=O)(=O)OCCCCOS(=O)(=O)C. Cell line: NCIH23. Synergy scores: CSS=31.6, Synergy_ZIP=-5.90, Synergy_Bliss=3.03, Synergy_Loewe=-1.82, Synergy_HSA=-1.73. (4) Drug 2: C1CC(C1)(C(=O)O)C(=O)O.[NH2-].[NH2-].[Pt+2]. Cell line: SR. Drug 1: C1C(C(OC1N2C=NC3=C(N=C(N=C32)Cl)N)CO)O. Synergy scores: CSS=65.9, Synergy_ZIP=2.32, Synergy_Bliss=4.23, Synergy_Loewe=-4.91, Synergy_HSA=3.69. (5) Drug 1: CS(=O)(=O)C1=CC(=C(C=C1)C(=O)NC2=CC(=C(C=C2)Cl)C3=CC=CC=N3)Cl. Drug 2: CN1C2=C(C=C(C=C2)N(CCCl)CCCl)N=C1CCCC(=O)O.Cl. Cell line: MOLT-4. Synergy scores: CSS=15.7, Synergy_ZIP=-7.01, Synergy_Bliss=-4.50, Synergy_Loewe=-11.7, Synergy_HSA=-5.10. (6) Drug 1: CC1CCC2CC(C(=CC=CC=CC(CC(C(=O)C(C(C(=CC(C(=O)CC(OC(=O)C3CCCCN3C(=O)C(=O)C1(O2)O)C(C)CC4CCC(C(C4)OC)O)C)C)O)OC)C)C)C)OC. Drug 2: C1CCC(C(C1)N)N.C(=O)(C(=O)[O-])[O-].[Pt+4]. Cell line: HCC-2998. Synergy scores: CSS=36.6, Synergy_ZIP=-1.29, Synergy_Bliss=-1.45, Synergy_Loewe=0.185, Synergy_HSA=0.493. (7) Drug 1: CC(C1=C(C=CC(=C1Cl)F)Cl)OC2=C(N=CC(=C2)C3=CN(N=C3)C4CCNCC4)N. Drug 2: CN(C)C1=NC(=NC(=N1)N(C)C)N(C)C. Cell line: MCF7. Synergy scores: CSS=-4.04, Synergy_ZIP=-1.20, Synergy_Bliss=-0.538, Synergy_Loewe=-9.95, Synergy_HSA=-3.91. (8) Drug 1: CC1C(C(CC(O1)OC2CC(CC3=C2C(=C4C(=C3O)C(=O)C5=C(C4=O)C(=CC=C5)OC)O)(C(=O)C)O)N)O.Cl. Drug 2: CC1=C(C(CCC1)(C)C)C=CC(=CC=CC(=CC(=O)O)C)C. Cell line: OVCAR-4. Synergy scores: CSS=4.64, Synergy_ZIP=-1.01, Synergy_Bliss=-0.200, Synergy_Loewe=-6.34, Synergy_HSA=-1.93. (9) Drug 1: C1=CC=C(C(=C1)C(C2=CC=C(C=C2)Cl)C(Cl)Cl)Cl. Drug 2: C(CN)CNCCSP(=O)(O)O. Cell line: PC-3. Synergy scores: CSS=4.92, Synergy_ZIP=0.385, Synergy_Bliss=1.01, Synergy_Loewe=5.48, Synergy_HSA=2.33. (10) Drug 1: CC1=C(C(CCC1)(C)C)C=CC(=CC=CC(=CC(=O)O)C)C. Drug 2: C1CC(C1)(C(=O)O)C(=O)O.[NH2-].[NH2-].[Pt+2]. Cell line: SN12C. Synergy scores: CSS=18.2, Synergy_ZIP=-3.75, Synergy_Bliss=1.50, Synergy_Loewe=4.31, Synergy_HSA=4.78.